From a dataset of Full USPTO retrosynthesis dataset with 1.9M reactions from patents (1976-2016). Predict the reactants needed to synthesize the given product. (1) Given the product [CH3:1][C:2]1[O:3][C:4]([CH2:17][OH:18])=[C:5]([C:7]2[CH:16]=[CH:15][C:14]3[CH2:13][CH2:12][CH2:11][CH2:10][C:9]=3[CH:8]=2)[N:6]=1, predict the reactants needed to synthesize it. The reactants are: [CH3:1][C:2]1[O:3][C:4]([C:17](OC)=[O:18])=[C:5]([C:7]2[CH:16]=[CH:15][C:14]3[CH2:13][CH2:12][CH2:11][CH2:10][C:9]=3[CH:8]=2)[N:6]=1.[H-].[Al+3].[Li+].[H-].[H-].[H-].O. (2) The reactants are: [Cl:1][C:2]1[C:10]([CH3:11])=[N:9][C:8]2[N:4]([N:5]=[C:6]3[CH:14]([CH2:15][OH:16])[NH:13][CH2:12][C:7]3=2)[C:3]=1[CH3:17].[Li].[CH3:19][N:20]1[CH2:25][CH2:24][CH:23]([O:26][C:27]2[CH:35]=[CH:34][CH:33]=[CH:32][C:28]=2[C:29](O)=[O:30])[CH2:22][CH2:21]1.C(N(CC)CC)C.F[P-](F)(F)(F)(F)F.N1(OC(N(C)C)=[N+](C)C)C2N=CC=CC=2N=N1. Given the product [Cl:1][C:2]1[C:10]([CH3:11])=[N:9][C:8]2[N:4]([N:5]=[C:6]3[CH:14]([CH2:15][OH:16])[N:13]([C:29]([C:28]4[CH:32]=[CH:33][CH:34]=[CH:35][C:27]=4[O:26][CH:23]4[CH2:24][CH2:25][N:20]([CH3:19])[CH2:21][CH2:22]4)=[O:30])[CH2:12][C:7]3=2)[C:3]=1[CH3:17], predict the reactants needed to synthesize it. (3) Given the product [Cl:1][C:2]1[CH:7]=[CH:6][C:5]([C:8]2[C:9]([C:13]3[CH:18]=[CH:17][C:16]([O:19][CH2:25][O:26][CH3:27])=[CH:15][CH:14]=3)=[CH:10][S:11][CH:12]=2)=[C:4]([O:20][CH3:21])[CH:3]=1, predict the reactants needed to synthesize it. The reactants are: [Cl:1][C:2]1[CH:7]=[CH:6][C:5]([C:8]2[C:9]([C:13]3[CH:18]=[CH:17][C:16]([OH:19])=[CH:15][CH:14]=3)=[CH:10][S:11][CH:12]=2)=[C:4]([O:20][CH3:21])[CH:3]=1.[H-].[Na+].Cl[CH2:25][O:26][CH3:27]. (4) Given the product [C:35]([O:1][CH2:2][CH2:3][C:4]1[CH:5]=[CH:6][C:7]([N:10]=[N:11][C:12]2[CH:17]=[C:16]([CH3:18])[CH:15]=[CH:14][C:13]=2[OH:19])=[CH:8][CH:9]=1)(=[O:39])[C:36]([CH3:38])=[CH2:37], predict the reactants needed to synthesize it. The reactants are: [OH:1][CH2:2][CH2:3][C:4]1[CH:9]=[CH:8][C:7]([N:10]=[N:11][C:12]2[CH:17]=[C:16]([CH3:18])[CH:15]=[CH:14][C:13]=2[OH:19])=[CH:6][CH:5]=1.COC1C=CC(O)=CC=1.N1C=CC=CC=1.[C:35](Cl)(=[O:39])[C:36]([CH3:38])=[CH2:37]. (5) Given the product [Br-:8].[Br-:8].[S:12]([CH2:13][CH2:14][N+:17]1[CH:16]=[CH:23][C:19]([CH3:18])=[CH:20][CH:21]=1)[S:11][CH2:10][CH2:9][N+:1]1[CH:6]=[CH:5][C:4]([CH3:7])=[CH:3][CH:2]=1, predict the reactants needed to synthesize it. The reactants are: [N:1]1[CH:6]=[CH:5][C:4]([CH3:7])=[CH:3][CH:2]=1.[Br:8][CH2:9][CH2:10][S:11][S:12][CH2:13][CH2:14]Br.[CH3:16][N:17]1[CH2:21][CH2:20][CH2:19][C:18]1=O.[C:23](#N)C. (6) Given the product [Cl:10][C:11]1[CH:16]=[CH:15][C:14]([C:17]2[CH:22]=[N:21][C:20]([I:8])=[CH:19][N:18]=2)=[CH:13][CH:12]=1, predict the reactants needed to synthesize it. The reactants are: C(ON=O)(C)(C)C.[I:8]I.[Cl:10][C:11]1[CH:16]=[CH:15][C:14]([C:17]2[N:18]=[CH:19][C:20](N)=[N:21][CH:22]=2)=[CH:13][CH:12]=1.[O-]S([O-])(=S)=O.[Na+].[Na+].